From a dataset of Full USPTO retrosynthesis dataset with 1.9M reactions from patents (1976-2016). Predict the reactants needed to synthesize the given product. (1) Given the product [CH3:31][O:30][CH2:29][CH2:28][N:25]1[CH2:26][CH2:27][N:22]([C:17]2[CH:18]=[C:19]3[C:14](=[CH:15][CH:16]=2)[N:13]=[CH:12][N:11]([C:3]2[CH:4]=[C:5]([CH:9]=[CH:10][C:2]=2[CH3:1])[C:6]([NH:32][C:33]2[CH:37]=[CH:36][O:35][N:34]=2)=[O:7])[C:20]3=[O:21])[CH2:23][CH2:24]1, predict the reactants needed to synthesize it. The reactants are: [CH3:1][C:2]1[CH:10]=[CH:9][C:5]([C:6](O)=[O:7])=[CH:4][C:3]=1[N:11]1[C:20](=[O:21])[C:19]2[C:14](=[CH:15][CH:16]=[C:17]([N:22]3[CH2:27][CH2:26][N:25]([CH2:28][CH2:29][O:30][CH3:31])[CH2:24][CH2:23]3)[CH:18]=2)[N:13]=[CH:12]1.[NH2:32][C:33]1[CH:37]=[CH:36][O:35][N:34]=1. (2) Given the product [OH:1][C:2]([CH3:34])([CH3:35])[CH2:3][C@@:4]1([C:28]2[CH:33]=[CH:32][CH:31]=[CH:30][CH:29]=2)[O:9][C:8](=[O:10])[N:7]([C@H:11]([C:13]2[CH:14]=[CH:15][C:16]([C:37]3[CH:38]=[CH:39][C:40]([C:43]4([C:48]([NH2:50])=[O:49])[CH2:47][CH2:46][CH2:45][CH2:44]4)=[N:41][CH:42]=3)=[CH:17][CH:18]=2)[CH3:12])[CH2:6][CH2:5]1, predict the reactants needed to synthesize it. The reactants are: [OH:1][C:2]([CH3:35])([CH3:34])[CH2:3][C@@:4]1([C:28]2[CH:33]=[CH:32][CH:31]=[CH:30][CH:29]=2)[O:9][C:8](=[O:10])[N:7]([C@H:11]([C:13]2[CH:18]=[CH:17][C:16](B3OC(C)(C)C(C)(C)O3)=[CH:15][CH:14]=2)[CH3:12])[CH2:6][CH2:5]1.Br[C:37]1[CH:38]=[CH:39][C:40]([C:43]2([C:48]([NH2:50])=[O:49])[CH2:47][CH2:46][CH2:45][CH2:44]2)=[N:41][CH:42]=1. (3) Given the product [Cl:25][C:16]1[CH:17]=[CH:18][C:19]([C:21]([F:22])([F:23])[F:24])=[CH:20][C:15]=1[C:5]1[NH:6][C:2]([C:29]2[C:30]3[CH:39]=[CH:38][NH:33][C:34]=3[N:35]=[CH:36][N:37]=2)=[CH:3][C:4]=1[C:26]#[N:27], predict the reactants needed to synthesize it. The reactants are: Br[C:2]1[N:6](COCC[Si](C)(C)C)[C:5]([C:15]2[CH:20]=[C:19]([C:21]([F:24])([F:23])[F:22])[CH:18]=[CH:17][C:16]=2[Cl:25])=[C:4]([C:26]#[N:27])[CH:3]=1.Cl[C:29]1[N:37]=[CH:36][N:35]=[C:34]2[C:30]=1N=C[N:33]2[CH2:38][C:39]1C=CC(OC)=CC=1. (4) Given the product [F:1][C:2]1[CH:3]=[C:4]([CH:5]=[C:6]([F:8])[CH:7]=1)[CH2:9][O:10][C:12]1[CH:24]=[C:16]2[N:17]([CH3:23])[C:18]([CH3:22])([CH3:21])[CH2:19][CH2:20][N:15]2[C:14](=[O:25])[N:13]=1, predict the reactants needed to synthesize it. The reactants are: [F:1][C:2]1[CH:3]=[C:4]([CH2:9][OH:10])[CH:5]=[C:6]([F:8])[CH:7]=1.Cl[C:12]1[CH:24]=[C:16]2[N:17]([CH3:23])[C:18]([CH3:22])([CH3:21])[CH2:19][CH2:20][N:15]2[C:14](=[O:25])[N:13]=1. (5) Given the product [ClH:42].[ClH:42].[NH2:7][C@@H:8]([C:35]1[CH:40]=[CH:39][CH:38]=[CH:37][CH:36]=1)[C:9]([N:11]1[C@H:16]([C:17]([NH:18][C@H:19]2[C:28]3[C:23](=[CH:24][CH:25]=[CH:26][CH:27]=3)[O:22][CH2:21][CH2:20]2)=[O:29])[CH2:15][N:14]2[CH2:30][C:31]([F:33])([F:34])[CH2:32][C@@H:13]2[CH2:12]1)=[O:10], predict the reactants needed to synthesize it. The reactants are: C(OC(=O)[NH:7][C@@H:8]([C:35]1[CH:40]=[CH:39][CH:38]=[CH:37][CH:36]=1)[C:9]([N:11]1[C@H:16]([C:17](=[O:29])[NH:18][C@H:19]2[C:28]3[C:23](=[CH:24][CH:25]=[CH:26][CH:27]=3)[O:22][CH2:21][CH2:20]2)[CH2:15][N:14]2[CH2:30][C:31]([F:34])([F:33])[CH2:32][C@@H:13]2[CH2:12]1)=[O:10])(C)(C)C.[ClH:42].COC1CCCC1. (6) Given the product [CH3:15][C:16]1[CH:17]=[C:18]2[NH:21][C:6]([C:7]3[CH:12]=[CH:11][CH:10]=[CH:9][N:8]=3)=[CH:5][C:4](=[O:14])[N:19]2[N:20]=1, predict the reactants needed to synthesize it. The reactants are: C(O[C:4](=[O:14])[CH2:5][C:6](=O)[C:7]1[CH:12]=[CH:11][CH:10]=[CH:9][N:8]=1)C.[CH3:15][C:16]1[CH:17]=[C:18]([NH2:21])[NH:19][N:20]=1.